Predict the reaction yield, written as a fraction of the theoretical maximum amount of product (1.0 means a 100% yield; for example, 0.34 means a 34% yield). From a dataset of Reaction yield outcomes from USPTO patents with 853,638 reactions. (1) The reactants are [O:1]1[CH2:6][C:5](=[O:7])[NH:4][C:3]2[N:8]=[CH:9][CH:10]=[CH:11][C:2]1=2.[Br:12]Br. The catalyst is CC(O)=O. The product is [Br:12][N:8]1[CH:3]2[C:2]([O:1][CH2:6][C:5](=[O:7])[NH:4]2)=[CH:11][CH:10]=[CH:9]1. The yield is 0.720. (2) The reactants are Br[C:2]1[CH:13]=[N:12][C:5]2[NH:6][C:7](=[O:11])[NH:8][C:9](=[O:10])[C:4]=2[CH:3]=1.[C:14]([O:18][C:19]([CH3:22])([CH3:21])[CH3:20])(=[O:17])[CH:15]=[CH2:16].C(N(C(C)C)C(C)C)C.CC1C=CC=CC=1P(C1C=CC=CC=1C)C1C=CC=CC=1C. The catalyst is C(#N)CC.CN(C=O)C.CC([O-])=O.CC([O-])=O.[Pd+2]. The product is [C:19]([O:18][C:14](=[O:17])/[CH:15]=[CH:16]/[C:2]1[CH:13]=[N:12][C:5]2[NH:6][C:7](=[O:11])[NH:8][C:9](=[O:10])[C:4]=2[CH:3]=1)([CH3:22])([CH3:21])[CH3:20]. The yield is 0.830. (3) The reactants are [C:1]([S:4][CH2:5][CH:6]([C:10]([F:13])([F:12])[F:11])[C:7]([OH:9])=[O:8])(=O)C.[OH-].[K+].CI. The catalyst is CO. The product is [F:11][C:10]([F:12])([F:13])[CH:6]([CH2:5][S:4][CH3:1])[C:7]([OH:9])=[O:8]. The yield is 0.726.